Dataset: Reaction yield outcomes from USPTO patents with 853,638 reactions. Task: Predict the reaction yield, written as a fraction of the theoretical maximum amount of product (1.0 means a 100% yield; for example, 0.34 means a 34% yield). (1) The reactants are [OH:1][C@H:2]([CH3:6])[C:3]([NH2:5])=[O:4].C(N(CC)CC)C.[CH3:14][S:15](Cl)(=[O:17])=[O:16]. The catalyst is C1COCC1.O. The product is [C:3]([C@H:2]([O:1][S:15]([CH3:14])(=[O:17])=[O:16])[CH3:6])(=[O:4])[NH2:5]. The yield is 0.700. (2) The reactants are [C:1]([C:5]1[N:13]=[C:12]2[C:8]([N:9]=[CH:10][N:11]2[CH2:14][C:15]2[N:19]([CH:20]3[CH2:22][CH2:21]3)[N:18]=[N:17][N:16]=2)=[C:7](Cl)[N:6]=1)([CH3:4])([CH3:3])[CH3:2].Cl.[F:25][C:26]1([F:31])[CH2:30][CH2:29][NH:28][CH2:27]1. No catalyst specified. The product is [C:1]([C:5]1[N:13]=[C:12]2[C:8]([N:9]=[CH:10][N:11]2[CH2:14][C:15]2[N:19]([CH:20]3[CH2:22][CH2:21]3)[N:18]=[N:17][N:16]=2)=[C:7]([N:28]2[CH2:29][CH2:30][C:26]([F:31])([F:25])[CH2:27]2)[N:6]=1)([CH3:4])([CH3:3])[CH3:2]. The yield is 0.460.